Task: Predict the reactants needed to synthesize the given product.. Dataset: Full USPTO retrosynthesis dataset with 1.9M reactions from patents (1976-2016) (1) Given the product [Cl:1][C:2]1[CH:3]=[C:4]2[C:9](=[C:10]([C:12]3[C:21]4[C:16](=[CH:17][CH:18]=[CH:19][CH:20]=4)[CH:15]=[CH:14][CH:13]=3)[CH:11]=1)[N:8]=[C:7]([C:22]([OH:27])=[O:24])[CH:6]=[CH:5]2, predict the reactants needed to synthesize it. The reactants are: [Cl:1][C:2]1[CH:3]=[C:4]2[C:9](=[C:10]([C:12]3[C:21]4[C:16](=[CH:17][CH:18]=[CH:19][CH:20]=4)[CH:15]=[CH:14][CH:13]=3)[CH:11]=1)[N:8]=[C:7]([C:22]#N)[CH:6]=[CH:5]2.[OH-:24].[Na+].C[OH:27]. (2) Given the product [Cl:20][C:21]1[N:28]=[C:27]([C:6]2[CH:7]=[CH:8][C:3]([C:2]([F:13])([F:12])[F:1])=[CH:4][CH:5]=2)[CH:26]=[CH:25][C:22]=1[CH:23]=[O:24], predict the reactants needed to synthesize it. The reactants are: [F:1][C:2]([F:13])([F:12])[C:3]1[CH:8]=[CH:7][C:6](B(O)O)=[CH:5][CH:4]=1.C(=O)([O-])[O-].[K+].[K+].[Cl:20][C:21]1[N:28]=[C:27](Cl)[CH:26]=[CH:25][C:22]=1[CH:23]=[O:24].C1(C)C=CC=CC=1P(C1C=CC=CC=1C)C1C=CC=CC=1C.Cl. (3) The reactants are: C(N(CC)CC)C.Cl.[NH2:9][C@@H:10]1[CH2:15][CH2:14][C@H:13]([C:16]([O:18][CH3:19])=[O:17])[CH2:12][CH2:11]1.[CH3:20][C:21]([S:24](Cl)=[O:25])([CH3:23])[CH3:22].Cl. Given the product [CH3:20][C:21]([S:24]([NH:9][C@@H:10]1[CH2:11][CH2:12][C@H:13]([C:16]([O:18][CH3:19])=[O:17])[CH2:14][CH2:15]1)=[O:25])([CH3:23])[CH3:22], predict the reactants needed to synthesize it. (4) Given the product [NH2:1][C@@H:4]1[CH2:9][CH2:8][N:7]([C:10]([O:12][CH2:13][C:14]2[CH:19]=[CH:18][CH:17]=[CH:16][CH:15]=2)=[O:11])[CH2:6][C@H:5]1[NH:20][S:21]([CH3:24])(=[O:23])=[O:22], predict the reactants needed to synthesize it. The reactants are: [N:1]([C@@H:4]1[CH2:9][CH2:8][N:7]([C:10]([O:12][CH2:13][C:14]2[CH:19]=[CH:18][CH:17]=[CH:16][CH:15]=2)=[O:11])[CH2:6][C@H:5]1[NH:20][S:21]([CH3:24])(=[O:23])=[O:22])=[N+]=[N-].C1C=CC(P(C2C=CC=CC=2)C2C=CC=CC=2)=CC=1. (5) The reactants are: [NH:1]1[CH2:7][CH2:6][CH2:5][CH2:4][C:3]2[CH:8]=[CH:9][CH:10]=[CH:11][C:2]1=2.C(N(CC)CC)C.[Br:19][CH2:20][C:21](Br)=[O:22].CCOCC. Given the product [Br:19][CH2:20][C:21]([N:1]1[C:2]2[CH:11]=[CH:10][CH:9]=[CH:8][C:3]=2[CH2:4][CH2:5][CH2:6][CH2:7]1)=[O:22], predict the reactants needed to synthesize it. (6) Given the product [OH:38][CH:36]1[CH2:37][N:34]([C:2]2[N:7]=[CH:6][N:5]=[C:4]([NH:8][C:9]3[CH:33]=[CH:32][C:12]([C:13]([NH:15][C:16]4[S:20][N:19]=[C:18]([C:21]5[CH:26]=[CH:25][C:24]([F:27])=[C:23]([C:28]([F:31])([F:30])[F:29])[CH:22]=5)[N:17]=4)=[O:14])=[CH:11][CH:10]=3)[CH:3]=2)[CH2:35]1, predict the reactants needed to synthesize it. The reactants are: Cl[C:2]1[N:7]=[CH:6][N:5]=[C:4]([NH:8][C:9]2[CH:33]=[CH:32][C:12]([C:13]([NH:15][C:16]3[S:20][N:19]=[C:18]([C:21]4[CH:26]=[CH:25][C:24]([F:27])=[C:23]([C:28]([F:31])([F:30])[F:29])[CH:22]=4)[N:17]=3)=[O:14])=[CH:11][CH:10]=2)[CH:3]=1.[NH:34]1[CH2:37][CH:36]([OH:38])[CH2:35]1. (7) Given the product [CH2:47]1[C:55]2[C:50](=[CH:51][CH:52]=[CH:53][CH:54]=2)[CH2:49][N:48]1[C:19]([C:18]1[CH:17]=[CH:16][C:15]([C@H:12]2[CH2:11][CH2:10][C@H:9]([NH:8][CH2:24][C@H:25]([OH:46])[CH2:26][O:27][C:28]3[CH:33]=[CH:32][C:31]([OH:34])=[C:30]([S:42]([CH3:45])(=[O:43])=[O:44])[CH:29]=3)[CH2:14][CH2:13]2)=[CH:23][CH:22]=1)=[O:21], predict the reactants needed to synthesize it. The reactants are: C([N:8]([CH2:24][C@H:25]([OH:46])[CH2:26][O:27][C:28]1[CH:33]=[CH:32][C:31]([O:34]CC2C=CC=CC=2)=[C:30]([S:42]([CH3:45])(=[O:44])=[O:43])[CH:29]=1)[C@H:9]1[CH2:14][CH2:13][C@H:12]([C:15]2[CH:23]=[CH:22][C:18]([C:19]([OH:21])=O)=[CH:17][CH:16]=2)[CH2:11][CH2:10]1)C1C=CC=CC=1.[CH2:47]1[C:55]2[C:50](=[CH:51][CH:52]=[CH:53][CH:54]=2)[CH2:49][NH:48]1.